Predict the reaction yield, written as a fraction of the theoretical maximum amount of product (1.0 means a 100% yield; for example, 0.34 means a 34% yield). From a dataset of Reaction yield outcomes from USPTO patents with 853,638 reactions. (1) The reactants are [Br:1][C:2]1[CH:3]=[C:4]([NH:8][C:9](=[O:18])[CH2:10][CH2:11][CH2:12][CH2:13][CH2:14][C:15]([OH:17])=O)[CH:5]=[N:6][CH:7]=1.CN(C(O[N:27]1N=[N:34][C:29]2[CH:30]=[CH:31][CH:32]=[CH:33][C:28]1=2)=[N+](C)C)C.F[P-](F)(F)(F)(F)F.CCN(C(C)C)C(C)C.NC1C=CC=CC=1N. The catalyst is CN(C=O)C.O. The product is [NH2:27][C:28]1[CH:33]=[CH:32][CH:31]=[CH:30][C:29]=1[NH:34][C:15](=[O:17])[CH2:14][CH2:13][CH2:12][CH2:11][CH2:10][C:9]([NH:8][C:4]1[CH:5]=[N:6][CH:7]=[C:2]([Br:1])[CH:3]=1)=[O:18]. The yield is 0.559. (2) The reactants are [CH2:1]([C:5]1[N:6]=[C:7]([CH3:35])[N:8]([CH2:31][C:32]([OH:34])=O)[C:9](=[O:30])[C:10]=1[CH2:11][C:12]1[CH:17]=[CH:16][C:15]([C:18]2[CH:23]=[CH:22][CH:21]=[CH:20][C:19]=2[C:24]2[NH:28][C:27](=[O:29])[O:26][N:25]=2)=[CH:14][CH:13]=1)[CH2:2][CH2:3][CH3:4].[NH:36]1[CH2:41][CH2:40][O:39][CH2:38][CH2:37]1.ON1C2C=CC=CC=2N=N1.Cl.C(N=C=NCCCN(C)C)C. The catalyst is C(OCC)(=O)C.CN(C)C=O. The product is [CH2:1]([C:5]1[N:6]=[C:7]([CH3:35])[N:8]([CH2:31][C:32]([N:36]2[CH2:41][CH2:40][O:39][CH2:38][CH2:37]2)=[O:34])[C:9](=[O:30])[C:10]=1[CH2:11][C:12]1[CH:17]=[CH:16][C:15]([C:18]2[CH:23]=[CH:22][CH:21]=[CH:20][C:19]=2[C:24]2[NH:28][C:27](=[O:29])[O:26][N:25]=2)=[CH:14][CH:13]=1)[CH2:2][CH2:3][CH3:4]. The yield is 0.590. (3) The reactants are [CH2:1]([O:3][C:4](=[O:25])[CH2:5][C:6]1[CH:11]=[C:10]([O:12][CH2:13][C:14]([F:17])([F:16])[F:15])[C:9](I)=[C:8]([O:19][CH2:20][C:21]([F:24])([F:23])[F:22])[CH:7]=1)[CH3:2].[F:26][C:27]([F:38])([F:37])[C:28]1[CH:33]=[CH:32][C:31](B(O)O)=[CH:30][CH:29]=1.[F-].[Cs+].O. The catalyst is COCCOC.C1C=CC([P]([Pd]([P](C2C=CC=CC=2)(C2C=CC=CC=2)C2C=CC=CC=2)([P](C2C=CC=CC=2)(C2C=CC=CC=2)C2C=CC=CC=2)[P](C2C=CC=CC=2)(C2C=CC=CC=2)C2C=CC=CC=2)(C2C=CC=CC=2)C2C=CC=CC=2)=CC=1.CCOC(C)=O. The product is [CH2:1]([O:3][C:4](=[O:25])[CH2:5][C:6]1[CH:11]=[C:10]([O:12][CH2:13][C:14]([F:17])([F:16])[F:15])[C:9]([C:31]2[CH:32]=[CH:33][C:28]([C:27]([F:38])([F:37])[F:26])=[CH:29][CH:30]=2)=[C:8]([O:19][CH2:20][C:21]([F:24])([F:23])[F:22])[CH:7]=1)[CH3:2]. The yield is 0.700.